Dataset: Forward reaction prediction with 1.9M reactions from USPTO patents (1976-2016). Task: Predict the product of the given reaction. (1) Given the reactants [NH2:1][C:2]1[CH:7]=[N:6][C:5]([C:8]2[CH:13]=[CH:12][C:11]([C:14]3[C:15]([C:20](O)=[O:21])=[CH:16][CH:17]=[CH:18][CH:19]=3)=[CH:10][C:9]=2[F:23])=[CH:4][N:3]=1.[N:24]1([C:30](=[O:32])[CH3:31])[CH2:29][CH2:28][NH:27][CH2:26][CH2:25]1, predict the reaction product. The product is: [C:30]([N:24]1[CH2:29][CH2:28][N:27]([C:20]([C:15]2[CH:16]=[CH:17][CH:18]=[CH:19][C:14]=2[C:11]2[CH:12]=[CH:13][C:8]([C:5]3[N:6]=[CH:7][C:2]([NH2:1])=[N:3][CH:4]=3)=[C:9]([F:23])[CH:10]=2)=[O:21])[CH2:26][CH2:25]1)(=[O:32])[CH3:31]. (2) Given the reactants [NH2:1][C:2]1[S:6][C:5]([C:7]2[CH:12]=[CH:11][CH:10]=[CH:9][CH:8]=2)=[N:4][C:3]=1[C:13]([N:15]1[CH2:20][CH2:19][CH:18]([N:21]2[CH2:33][CH2:32][CH2:31][C:23]3([C:27](=[O:28])[O:26][C:25]([CH3:30])([CH3:29])[CH2:24]3)[CH2:22]2)[CH2:17][CH2:16]1)=[O:14].ClC(Cl)(Cl)[C:36]([N:38]=C=O)=[O:37].C(OC(C)C)(C)C, predict the reaction product. The product is: [CH3:29][C:25]1([CH3:30])[CH2:24][C:23]2([CH2:31][CH2:32][CH2:33][N:21]([CH:18]3[CH2:19][CH2:20][N:15]([C:13]([C:3]4[N:4]=[C:5]([C:7]5[CH:8]=[CH:9][CH:10]=[CH:11][CH:12]=5)[S:6][C:2]=4[NH:1][C:36]([NH2:38])=[O:37])=[O:14])[CH2:16][CH2:17]3)[CH2:22]2)[C:27](=[O:28])[O:26]1. (3) Given the reactants Br[C:2]1[N:6]2[N:7]=[C:8]([N:11]3[CH2:16][CH2:15][N:14]([C:17]([NH:19][C:20]([CH3:23])([CH3:22])[CH3:21])=[O:18])[CH2:13][CH2:12]3)[CH:9]=[CH:10][C:5]2=[N:4][CH:3]=1.[C:24]1(B(O)O)[CH:29]=[CH:28][CH:27]=[CH:26][CH:25]=1.O.[O-]P([O-])([O-])=O.[K+].[K+].[K+].[Cl:42]CCl.N#N, predict the reaction product. The product is: [ClH:42].[C:20]([NH:19][C:17]([N:14]1[CH2:15][CH2:16][N:11]([C:8]2[CH:9]=[CH:10][C:5]3[N:6]([C:2]([C:24]4[CH:29]=[CH:28][CH:27]=[CH:26][CH:25]=4)=[CH:3][N:4]=3)[N:7]=2)[CH2:12][CH2:13]1)=[O:18])([CH3:23])([CH3:22])[CH3:21]. (4) Given the reactants Cl.[F:2][C:3]1[CH:4]=[CH:5][C:6]([C:15]([F:18])([F:17])[F:16])=[C:7]([CH:9]2[CH2:14][CH2:13][NH:12][CH2:11][CH2:10]2)[CH:8]=1.[C:19]([O:23][C:24]([N:26]1[CH2:31][CH2:30][C:29]2[C:32]([C:35](O)=[O:36])=[N:33][NH:34][C:28]=2[CH2:27]1)=[O:25])([CH3:22])([CH3:21])[CH3:20].C(N(C(C)C)CC)(C)C.CCN=C=NCCCN(C)C.C1C=CC2N(O)N=NC=2C=1, predict the reaction product. The product is: [F:2][C:3]1[CH:4]=[CH:5][C:6]([C:15]([F:18])([F:16])[F:17])=[C:7]([CH:9]2[CH2:10][CH2:11][N:12]([C:35]([C:32]3[C:29]4[CH2:30][CH2:31][N:26]([C:24]([O:23][C:19]([CH3:22])([CH3:21])[CH3:20])=[O:25])[CH2:27][C:28]=4[NH:34][N:33]=3)=[O:36])[CH2:13][CH2:14]2)[CH:8]=1. (5) Given the reactants [CH3:1][C:2]1[CH:3]=[CH:4][C:5]2[N:6]=[CH:7][C:8](=[O:30])[N:9]([CH2:12][CH2:13][C:14]34[CH2:21][CH2:20][C:17]([NH:22]C(=O)OC(C)(C)C)([CH2:18][CH2:19]3)[CH2:16][O:15]4)[C:10]=2[N:11]=1.CC1C=CC2N=CC(=O)NC=2N=1, predict the reaction product. The product is: [NH2:22][C:17]12[CH2:20][CH2:21][C:14]([CH2:13][CH2:12][N:9]3[C:8](=[O:30])[CH:7]=[N:6][C:5]4[CH:4]=[CH:3][C:2]([CH3:1])=[N:11][C:10]3=4)([CH2:19][CH2:18]1)[O:15][CH2:16]2. (6) The product is: [CH3:1][C:2]([CH3:18])([CH3:17])[CH2:3][C:4]1[CH:5]=[CH:6][C:7]([N:12]2[CH:16]=[CH:15][N:14]=[CH:13]2)=[C:8]([CH:11]=1)[CH2:9][NH2:10]. Given the reactants [CH3:1][C:2]([CH3:18])([CH3:17])[CH2:3][C:4]1[CH:5]=[CH:6][C:7]([N:12]2[CH:16]=[CH:15][N:14]=[CH:13]2)=[C:8]([CH:11]=1)[C:9]#[N:10], predict the reaction product. (7) Given the reactants [NH2:1][C:2]1[S:6][N:5]=[C:4]([C:7]2[CH:12]=[CH:11][C:10]([N+:13]([O-])=O)=[CH:9][CH:8]=2)[C:3]=1[C:16]([NH2:18])=[O:17].[NH4+].[Cl-], predict the reaction product. The product is: [NH2:1][C:2]1[S:6][N:5]=[C:4]([C:7]2[CH:8]=[CH:9][C:10]([NH2:13])=[CH:11][CH:12]=2)[C:3]=1[C:16]([NH2:18])=[O:17]. (8) Given the reactants CO[C:3]([C:5]1[N:10]=[CH:9][C:8]([Br:11])=[CH:7][N:6]=1)=[O:4].[CH3:12][NH2:13], predict the reaction product. The product is: [Br:11][C:8]1[CH:7]=[N:6][C:5]([C:3]([NH:13][CH3:12])=[O:4])=[N:10][CH:9]=1. (9) Given the reactants [CH3:1][O:2][C:3]1[CH:8]=[CH:7][C:6]([CH:9]=[CH:10][C:11]([OH:13])=O)=[CH:5][CH:4]=1.[CH3:14][CH:15]([CH3:22])[CH2:16][CH:17]([NH2:21])[CH2:18][CH2:19][CH3:20], predict the reaction product. The product is: [CH3:1][O:2][C:3]1[CH:4]=[CH:5][C:6]([CH:9]=[CH:10][C:11]([NH:21][CH:17]([CH2:18][CH2:19][CH3:20])[CH2:16][CH:15]([CH3:22])[CH3:14])=[O:13])=[CH:7][CH:8]=1.